Dataset: NCI-60 drug combinations with 297,098 pairs across 59 cell lines. Task: Regression. Given two drug SMILES strings and cell line genomic features, predict the synergy score measuring deviation from expected non-interaction effect. (1) Drug 1: C1CCC(C1)C(CC#N)N2C=C(C=N2)C3=C4C=CNC4=NC=N3. Drug 2: C1CC(=O)NC(=O)C1N2CC3=C(C2=O)C=CC=C3N. Cell line: MCF7. Synergy scores: CSS=7.06, Synergy_ZIP=0.486, Synergy_Bliss=2.17, Synergy_Loewe=2.36, Synergy_HSA=1.80. (2) Drug 1: CNC(=O)C1=CC=CC=C1SC2=CC3=C(C=C2)C(=NN3)C=CC4=CC=CC=N4. Drug 2: COC1=NC(=NC2=C1N=CN2C3C(C(C(O3)CO)O)O)N. Cell line: MALME-3M. Synergy scores: CSS=8.68, Synergy_ZIP=-1.72, Synergy_Bliss=4.15, Synergy_Loewe=3.28, Synergy_HSA=3.28. (3) Drug 1: CN(CC1=CN=C2C(=N1)C(=NC(=N2)N)N)C3=CC=C(C=C3)C(=O)NC(CCC(=O)O)C(=O)O. Drug 2: CN(C(=O)NC(C=O)C(C(C(CO)O)O)O)N=O. Cell line: LOX IMVI. Synergy scores: CSS=38.4, Synergy_ZIP=0.460, Synergy_Bliss=-2.55, Synergy_Loewe=-26.1, Synergy_HSA=-1.09.